This data is from Peptide-MHC class II binding affinity with 134,281 pairs from IEDB. The task is: Regression. Given a peptide amino acid sequence and an MHC pseudo amino acid sequence, predict their binding affinity value. This is MHC class II binding data. (1) The peptide sequence is VSKGAPCRIPVIVAD. The MHC is DRB1_0801 with pseudo-sequence DRB1_0801. The binding affinity (normalized) is 0.288. (2) The peptide sequence is GVTVKDVTITAPGDS. The MHC is HLA-DQA10201-DQB10202 with pseudo-sequence HLA-DQA10201-DQB10202. The binding affinity (normalized) is 0.121. (3) The peptide sequence is SSCEVALSYYPTPLA. The MHC is DRB1_0101 with pseudo-sequence DRB1_0101. The binding affinity (normalized) is 0.220.